This data is from Forward reaction prediction with 1.9M reactions from USPTO patents (1976-2016). The task is: Predict the product of the given reaction. (1) Given the reactants [Br:1][C:2]1[CH:3]=[CH:4][C:5]([N+:21]([O-])=O)=[C:6]([CH:20]=1)[NH:7][CH2:8][C:9]1[CH:19]=[CH:18][C:12]2[N:13]=[C:14]([S:16][CH3:17])[S:15][C:11]=2[CH:10]=1.BrC1C(OC)=CC(NCC2C=CC3N=C(SC)SC=3C=2)=C([N+]([O-])=O)C=1, predict the reaction product. The product is: [Br:1][C:2]1[CH:20]=[C:6]([NH:7][CH2:8][C:9]2[CH:19]=[CH:18][C:12]3[N:13]=[C:14]([S:16][CH3:17])[S:15][C:11]=3[CH:10]=2)[C:5]([NH2:21])=[CH:4][CH:3]=1. (2) The product is: [CH2:6]([N:4]1[CH:3]=[C:16]([C:13]2[CH:12]=[CH:11][C:10]([F:9])=[CH:15][CH:14]=2)[C:17](=[O:24])[C:18]([C:19]([O:21][CH2:22][CH3:23])=[O:20])=[CH:5]1)[CH3:25]. Given the reactants CO[CH:3](OC)[N:4]([CH3:6])[CH3:5].[F:9][C:10]1[CH:15]=[CH:14][C:13]([CH2:16][C:17](=[O:24])[CH2:18][C:19]([O:21][CH2:22][CH3:23])=[O:20])=[CH:12][CH:11]=1.[C:25](OCCCC)(=O)C, predict the reaction product. (3) Given the reactants [CH2:1]([O:8][C:9](=[O:41])[N:10]([C@@H:16]([CH2:36][CH2:37][CH2:38][CH2:39][OH:40])[CH2:17][O:18][Si:19]([C:32]([CH3:35])([CH3:34])[CH3:33])([C:26]1[CH:31]=[CH:30][CH:29]=[CH:28][CH:27]=1)[C:20]1[CH:25]=[CH:24][CH:23]=[CH:22][CH:21]=1)[CH2:11][CH2:12][CH:13]([CH3:15])[CH3:14])[C:2]1[CH:7]=[CH:6][CH:5]=[CH:4][CH:3]=1.C[N+]1([O-])CCOCC1, predict the reaction product. The product is: [CH2:1]([O:8][C:9](=[O:41])[N:10]([C@@H:16]([CH2:36][CH2:37][CH2:38][CH:39]=[O:40])[CH2:17][O:18][Si:19]([C:32]([CH3:33])([CH3:34])[CH3:35])([C:20]1[CH:21]=[CH:22][CH:23]=[CH:24][CH:25]=1)[C:26]1[CH:31]=[CH:30][CH:29]=[CH:28][CH:27]=1)[CH2:11][CH2:12][CH:13]([CH3:14])[CH3:15])[C:2]1[CH:7]=[CH:6][CH:5]=[CH:4][CH:3]=1.